This data is from Reaction yield outcomes from USPTO patents with 853,638 reactions. The task is: Predict the reaction yield, written as a fraction of the theoretical maximum amount of product (1.0 means a 100% yield; for example, 0.34 means a 34% yield). (1) The reactants are Br[C:2]1[CH:7]=[CH:6][N:5]=[C:4]([Cl:8])[CH:3]=1.C[Si](C)(C)[C:11]#[C:12][CH3:13].CCCC[N+](CCCC)(CCCC)CCCC.[F-]. The catalyst is C1(C)C=CC=CC=1.[Cu]I.C1C=CC([P]([Pd]([P](C2C=CC=CC=2)(C2C=CC=CC=2)C2C=CC=CC=2)([P](C2C=CC=CC=2)(C2C=CC=CC=2)C2C=CC=CC=2)[P](C2C=CC=CC=2)(C2C=CC=CC=2)C2C=CC=CC=2)(C2C=CC=CC=2)C2C=CC=CC=2)=CC=1. The product is [Cl:8][C:4]1[CH:3]=[C:2]([C:11]#[C:12][CH3:13])[CH:7]=[CH:6][N:5]=1. The yield is 0.670. (2) The reactants are Cl[C:2]1[S:6][C:5]([C:7]([O:9][CH3:10])=[O:8])=[CH:4][C:3]=1[N+:11]([O-:13])=[O:12].[CH:14]1([NH2:20])[CH2:19][CH2:18][CH2:17][CH2:16][CH2:15]1.O. The catalyst is CS(C)=O. The product is [CH:14]1([NH:20][C:2]2[S:6][C:5]([C:7]([O:9][CH3:10])=[O:8])=[CH:4][C:3]=2[N+:11]([O-:13])=[O:12])[CH2:19][CH2:18][CH2:17][CH2:16][CH2:15]1. The yield is 1.06.